This data is from Forward reaction prediction with 1.9M reactions from USPTO patents (1976-2016). The task is: Predict the product of the given reaction. (1) Given the reactants [CH3:1][N:2]([S:24]([C:27]1[CH:32]=[CH:31][C:30]([C:33]([F:36])([F:35])[F:34])=[CH:29][CH:28]=1)(=[O:26])=[O:25])[C@H:3]1[CH2:8][CH2:7][C@H:6]([CH2:9]OS(C2C=CC(C(F)(F)F)=CC=2)(=O)=O)[CH2:5][CH2:4]1.Cl.[CH3:38][N:39]([CH3:43])[CH2:40][CH2:41][SH:42].[H-].[Na+].[Na+].[I-].OS([O-])(=O)=O.[K+].C([O-])(O)=O.[Na+].CCOCC, predict the reaction product. The product is: [CH3:38][N:39]([CH3:43])[CH2:40][CH2:41][S:42][CH2:9][C@H:6]1[CH2:7][CH2:8][C@H:3]([N:2]([CH3:1])[S:24]([C:27]2[CH:32]=[CH:31][C:30]([C:33]([F:35])([F:36])[F:34])=[CH:29][CH:28]=2)(=[O:25])=[O:26])[CH2:4][CH2:5]1. (2) Given the reactants [C:1]1([N:7]2[C:11]([CH:12]3[CH2:17][CH2:16][N:15]([C:18]([O:20]C(C)(C)C)=O)[CH2:14][CH2:13]3)=[N:10][N:9]=[N:8]2)[CH:6]=[CH:5][CH:4]=[CH:3][CH:2]=1.Cl.[F:26][C:27]1[CH:32]=[N:31][C:30]([N:33]2[CH:37]=[CH:36][N:35]=[N:34]2)=[C:29]2[NH:38][CH:39]=[C:40]([C:41](=[O:45])C(O)=O)[C:28]=12.CN1CCOCC1.CN(C(ON1N=NC2C=CC=CC1=2)=[N+](C)C)C.[B-](F)(F)(F)F, predict the reaction product. The product is: [F:26][C:27]1[CH:32]=[N:31][C:30]([N:33]2[CH:37]=[CH:36][N:35]=[N:34]2)=[C:29]2[NH:38][CH:39]=[C:40]([C:41](=[O:45])[C:18]([N:15]3[CH2:14][CH2:13][CH:12]([C:11]4[N:7]([C:1]5[CH:2]=[CH:3][CH:4]=[CH:5][CH:6]=5)[N:8]=[N:9][N:10]=4)[CH2:17][CH2:16]3)=[O:20])[C:28]=12. (3) Given the reactants [O:1]1[C:5]2([CH2:10][CH2:9][N:8]([C:11]3[N:16]=[CH:15][C:14]([NH2:17])=[CH:13][CH:12]=3)[CH2:7][CH2:6]2)[O:4][CH2:3][CH2:2]1.[C:18]1([C:24]2[CH:25]=[C:26]([C:33](O)=[O:34])[S:27][C:28]=2[C:29]([F:32])([F:31])[F:30])[CH:23]=[CH:22][CH:21]=[CH:20][CH:19]=1, predict the reaction product. The product is: [O:4]1[C:5]2([CH2:6][CH2:7][N:8]([C:11]3[N:16]=[CH:15][C:14]([NH:17][C:33]([C:26]4[S:27][C:28]([C:29]([F:32])([F:30])[F:31])=[C:24]([C:18]5[CH:23]=[CH:22][CH:21]=[CH:20][CH:19]=5)[CH:25]=4)=[O:34])=[CH:13][CH:12]=3)[CH2:9][CH2:10]2)[O:1][CH2:2][CH2:3]1.